This data is from Forward reaction prediction with 1.9M reactions from USPTO patents (1976-2016). The task is: Predict the product of the given reaction. The product is: [Cl:1][C:2]1[CH:7]=[C:6]([C:16]2[CH:15]=[C:14]([C:12](=[O:13])[CH3:11])[CH:19]=[CH:18][CH:17]=2)[CH:5]=[CH:4][N:3]=1. Given the reactants [Cl:1][C:2]1[CH:7]=[C:6](B(O)O)[CH:5]=[CH:4][N:3]=1.[CH3:11][C:12]([C:14]1[CH:19]=[CH:18][CH:17]=[C:16](Br)[CH:15]=1)=[O:13].C([O-])([O-])=O.[Na+].[Na+], predict the reaction product.